This data is from Experimental lipophilicity measurements (octanol/water distribution) for 4,200 compounds from AstraZeneca. The task is: Regression/Classification. Given a drug SMILES string, predict its absorption, distribution, metabolism, or excretion properties. Task type varies by dataset: regression for continuous measurements (e.g., permeability, clearance, half-life) or binary classification for categorical outcomes (e.g., BBB penetration, CYP inhibition). For this dataset (lipophilicity_astrazeneca), we predict Y. (1) The molecule is Cc1c(F)cc(C(=O)NC2CC2)cc1-c1ccc(C(=O)NCC(C)(C)C)cn1. The Y is 3.50 logD. (2) The compound is CC(C)CNc1nc(C#N)nc(N2CCOCC2)c1N. The Y is 2.79 logD.